This data is from Catalyst prediction with 721,799 reactions and 888 catalyst types from USPTO. The task is: Predict which catalyst facilitates the given reaction. Reactant: [N+:1]([O-:4])(O)=[O:2].[Cl:5][C:6]1[CH:15]=[CH:14][C:13]2[C:8](=[CH:9][CH:10]=[CH:11][CH:12]=2)[N:7]=1. Product: [Cl:5][C:6]1[CH:15]=[CH:14][C:13]2[C:8](=[C:9]([N+:1]([O-:4])=[O:2])[CH:10]=[CH:11][CH:12]=2)[N:7]=1. The catalyst class is: 65.